From a dataset of Forward reaction prediction with 1.9M reactions from USPTO patents (1976-2016). Predict the product of the given reaction. (1) Given the reactants [NH2:1][CH2:2][CH:3]1[O:7][CH:6]([O:8][CH:9]([CH:49]2[CH:53]([OH:54])[CH:52]([OH:55])[CH:51]([N:56]3[CH:61]=[CH:60][C:59](=[O:62])[NH:58][C:57]3=[O:63])[O:50]2)[CH:10]([C:46]([OH:48])=O)[NH:11][CH2:12][CH2:13][CH2:14][NH:15][C:16](=[O:45])[CH:17]([CH:40]([OH:44])[CH:41]([CH3:43])[CH3:42])[NH:18][C:19](=[O:39])[CH:20]([CH:32]2[CH2:37][CH2:36][NH:35][C:34](=[NH:38])[NH:33]2)[NH:21][C:22](=[O:31])[NH:23][CH:24]([CH:28]([CH3:30])[CH3:29])[C:25]([OH:27])=[O:26])[CH:5]([O:64][CH3:65])[CH:4]1[OH:66].CC(=O)CC(=O)C.[F:74][C:75]1[CH:80]=[CH:79][C:78]([N:81]=[C:82]=[O:83])=[CH:77][CH:76]=1.FC(F)(F)C(O)=O, predict the reaction product. The product is: [NH2:1][CH2:2][C@H:3]1[O:7][CH:6]([O:8][C@@H:9]([C@@H:49]2[C@@H:53]([OH:54])[C@@H:52]([OH:55])[C@H:51]([N:56]3[CH:61]=[CH:60][C:59](=[O:62])[NH:58][C:57]3=[O:63])[O:50]2)[CH:10]2[N:11]([CH2:12][CH2:13][CH2:14][NH:15][C:16](=[O:45])[CH:17]([CH:40]([OH:44])[CH:41]([CH3:42])[CH3:43])[NH:18][C:19](=[O:39])[CH:20]([CH:32]3[CH2:37][CH2:36][NH:35][C:34](=[NH:38])[NH:33]3)[NH:21][C:22](=[O:31])[NH:23][CH:24]([CH:28]([CH3:29])[CH3:30])[C:25]([OH:27])=[O:26])[C:82](=[O:83])[N:81]([C:78]3[CH:79]=[CH:80][C:75]([F:74])=[CH:76][CH:77]=3)[C:46]2=[O:48])[C@H:5]([O:64][CH3:65])[C@H:4]1[OH:66]. (2) Given the reactants [NH2:1][C:2]([CH3:31])([CH3:30])[C:3]#[C:4][C:5]1[CH:10]=[CH:9][C:8]([C:11]([C:13]2[N:21]3[C:16]([CH:17]=[C:18]([C:22]([O:24][CH:25]([CH3:27])[CH3:26])=[O:23])[CH:19]=[CH:20]3)=[CH:15][C:14]=2[CH2:28][CH3:29])=[O:12])=[CH:7][CH:6]=1.[C:32]1(=O)[CH2:36][CH2:35][CH2:34][CH2:33]1.CC(O)=O.[BH-](OC(C)=O)(OC(C)=O)OC(C)=O.[Na+].C([O-])(O)=O.[Na+], predict the reaction product. The product is: [CH:32]1([NH:1][C:2]([CH3:31])([CH3:30])[C:3]#[C:4][C:5]2[CH:6]=[CH:7][C:8]([C:11]([C:13]3[N:21]4[C:16]([CH:17]=[C:18]([C:22]([O:24][CH:25]([CH3:27])[CH3:26])=[O:23])[CH:19]=[CH:20]4)=[CH:15][C:14]=3[CH2:28][CH3:29])=[O:12])=[CH:9][CH:10]=2)[CH2:36][CH2:35][CH2:34][CH2:33]1. (3) Given the reactants [C:1]([C:4]1[CH:5]=[C:6]([N:10]=[C:11]2[N:15]([CH2:16][C:17]3[CH:18]=[N:19][CH:20]=[CH:21][CH:22]=3)[C:14](=[O:23])[CH2:13][S:12]2)[CH:7]=[CH:8][CH:9]=1)(=[O:3])[CH3:2].C1(C)C=CC(S([O-])(=O)=O)=CC=1.[CH3:35][N+:36]1[C:40]2[CH:41]=[CH:42][CH:43]=[CH:44][C:39]=2[S:38][C:37]=1SC, predict the reaction product. The product is: [C:1]([C:4]1[CH:5]=[C:6]([N:10]=[C:11]2[N:15]([CH2:16][C:17]3[CH:18]=[N:19][CH:20]=[CH:21][CH:22]=3)[C:14](=[O:23])[C:13](=[C:37]3[N:36]([CH3:35])[C:40]4[CH:41]=[CH:42][CH:43]=[CH:44][C:39]=4[S:38]3)[S:12]2)[CH:7]=[CH:8][CH:9]=1)(=[O:3])[CH3:2]. (4) Given the reactants [Li]CCCC.[C:6]([O:10][C:11](=[O:20])[NH:12][C:13]1[CH:14]=[N:15][C:16]([F:19])=[CH:17][CH:18]=1)([CH3:9])([CH3:8])[CH3:7].CN(CCN(C)C)C.[I:29]I.[NH4+].[Cl-], predict the reaction product. The product is: [F:19][C:16]1[N:15]=[CH:14][C:13]([NH:12][C:11](=[O:20])[O:10][C:6]([CH3:9])([CH3:7])[CH3:8])=[C:18]([I:29])[CH:17]=1.